This data is from NCI-60 drug combinations with 297,098 pairs across 59 cell lines. The task is: Regression. Given two drug SMILES strings and cell line genomic features, predict the synergy score measuring deviation from expected non-interaction effect. (1) Drug 1: CN(CCCl)CCCl.Cl. Drug 2: C(CN)CNCCSP(=O)(O)O. Cell line: A498. Synergy scores: CSS=11.3, Synergy_ZIP=-2.60, Synergy_Bliss=0.420, Synergy_Loewe=-11.4, Synergy_HSA=-1.26. (2) Drug 1: CC1=C(C=C(C=C1)C(=O)NC2=CC(=CC(=C2)C(F)(F)F)N3C=C(N=C3)C)NC4=NC=CC(=N4)C5=CN=CC=C5. Synergy scores: CSS=-0.289, Synergy_ZIP=0.0996, Synergy_Bliss=-1.86, Synergy_Loewe=-2.84, Synergy_HSA=-4.02. Drug 2: CS(=O)(=O)CCNCC1=CC=C(O1)C2=CC3=C(C=C2)N=CN=C3NC4=CC(=C(C=C4)OCC5=CC(=CC=C5)F)Cl. Cell line: NCIH23. (3) Drug 1: C1CCN(CC1)CCOC2=CC=C(C=C2)C(=O)C3=C(SC4=C3C=CC(=C4)O)C5=CC=C(C=C5)O. Drug 2: CCC1(C2=C(COC1=O)C(=O)N3CC4=CC5=C(C=CC(=C5CN(C)C)O)N=C4C3=C2)O.Cl. Cell line: CCRF-CEM. Synergy scores: CSS=69.6, Synergy_ZIP=5.95, Synergy_Bliss=8.33, Synergy_Loewe=-40.9, Synergy_HSA=6.06. (4) Drug 1: CC12CCC(CC1=CCC3C2CCC4(C3CC=C4C5=CN=CC=C5)C)O. Drug 2: CS(=O)(=O)OCCCCOS(=O)(=O)C. Cell line: M14. Synergy scores: CSS=-4.63, Synergy_ZIP=2.15, Synergy_Bliss=0.658, Synergy_Loewe=-6.44, Synergy_HSA=-4.38. (5) Drug 1: C1CCC(C1)C(CC#N)N2C=C(C=N2)C3=C4C=CNC4=NC=N3. Drug 2: C1=NNC2=C1C(=O)NC=N2. Cell line: OVCAR-4. Synergy scores: CSS=6.16, Synergy_ZIP=-1.91, Synergy_Bliss=-2.85, Synergy_Loewe=-3.01, Synergy_HSA=-3.21. (6) Cell line: BT-549. Drug 2: N.N.Cl[Pt+2]Cl. Synergy scores: CSS=-4.66, Synergy_ZIP=3.05, Synergy_Bliss=2.63, Synergy_Loewe=-3.73, Synergy_HSA=-3.07. Drug 1: CN(C)C1=NC(=NC(=N1)N(C)C)N(C)C. (7) Drug 1: C1=NC(=NC(=O)N1C2C(C(C(O2)CO)O)O)N. Drug 2: C1CNP(=O)(OC1)N(CCCl)CCCl. Cell line: SF-268. Synergy scores: CSS=1.54, Synergy_ZIP=-1.74, Synergy_Bliss=3.67, Synergy_Loewe=-6.17, Synergy_HSA=-0.333.